From a dataset of M1 muscarinic receptor antagonist screen with 61,756 compounds. Binary Classification. Given a drug SMILES string, predict its activity (active/inactive) in a high-throughput screening assay against a specified biological target. (1) The result is 0 (inactive). The molecule is s1cc(C2n3[nH]c(cc3=c3c(=N2)cccc3)C)cc1. (2) The compound is S(c1nc([nH]n1)c1c(OC(C)C)cccc1)CC(O)=O. The result is 0 (inactive).